From a dataset of Peptide-MHC class II binding affinity with 134,281 pairs from IEDB. Regression. Given a peptide amino acid sequence and an MHC pseudo amino acid sequence, predict their binding affinity value. This is MHC class II binding data. (1) The peptide sequence is EKKYFAHTQFEPLAA. The binding affinity (normalized) is 0.467. The MHC is DRB1_1602 with pseudo-sequence DRB1_1602. (2) The peptide sequence is WCPDSMEYNCPNLSP. The MHC is HLA-DQA10201-DQB10402 with pseudo-sequence HLA-DQA10201-DQB10402. The binding affinity (normalized) is 0.182. (3) The peptide sequence is SGVAATESAYLAYRN. The MHC is DRB1_0901 with pseudo-sequence DRB1_0901. The binding affinity (normalized) is 0.613. (4) The peptide sequence is EEFVSLASRFLVEED. The MHC is DRB4_0101 with pseudo-sequence DRB4_0103. The binding affinity (normalized) is 0.460. (5) The peptide sequence is WVFSSVQPPKVPILL. The MHC is DRB1_0802 with pseudo-sequence DRB1_0802. The binding affinity (normalized) is 0.146.